This data is from Catalyst prediction with 721,799 reactions and 888 catalyst types from USPTO. The task is: Predict which catalyst facilitates the given reaction. (1) Reactant: [OH:1][C:2]1[CH:9]=[CH:8][C:5]([CH:6]=[O:7])=[CH:4][CH:3]=1.[C:24]1(C)[CH:25]=[CH:26]C(S([O-])(=[O:17])=[O:17])=[CH:22][CH:23]=1.[NH+]1[CH:26]=[CH:25][CH:24]=[CH:23][CH:22]=1.C(Cl)(Cl)Cl. Product: [O:17]1[CH2:26][CH2:25][CH2:24][CH2:23][CH:22]1[O:1][C:2]1[CH:9]=[CH:8][C:5]([CH:6]=[O:7])=[CH:4][CH:3]=1. The catalyst class is: 4. (2) Reactant: C[O:2][C:3](=O)[CH2:4][CH2:5][CH2:6][CH2:7][CH:8]=[C:9]1[CH2:13][CH2:12][CH2:11][CH2:10]1.CC(C[AlH]CC(C)C)C. Product: [C:9]1(=[CH:8][CH2:7][CH2:6][CH2:5][CH2:4][CH2:3][OH:2])[CH2:13][CH2:12][CH2:11][CH2:10]1. The catalyst class is: 11. (3) Reactant: CON(C)[C:4]([C:6]1[C:10]([Cl:11])=[CH:9][N:8]([CH:12]([F:14])[F:13])[N:7]=1)=[O:5].[H-].[H-].[H-].[H-].[Li+].[Al+3]. Product: [Cl:11][C:10]1[C:6]([CH:4]=[O:5])=[N:7][N:8]([CH:12]([F:13])[F:14])[CH:9]=1. The catalyst class is: 1. (4) Reactant: Cl[C:2]1[N:7]=[C:6]([C:8]2[S:12][C:11]([CH:13]([CH3:15])[CH3:14])=[N:10][C:9]=2[C:16]2[CH:17]=[CH:18][C:19]([F:34])=[C:20]([NH:22][S:23]([C:26]3[CH:31]=[C:30]([F:32])[CH:29]=[CH:28][C:27]=3[F:33])(=[O:25])=[O:24])[CH:21]=2)[CH:5]=[CH:4][N:3]=1.[C:35]([N:38]1[CH2:43][CH2:42][CH:41]([NH2:44])[CH2:40][CH2:39]1)(=[O:37])[CH3:36]. Product: [C:35]([N:38]1[CH2:43][CH2:42][CH:41]([NH:44][C:2]2[N:7]=[C:6]([C:8]3[S:12][C:11]([CH:13]([CH3:14])[CH3:15])=[N:10][C:9]=3[C:16]3[CH:17]=[CH:18][C:19]([F:34])=[C:20]([NH:22][S:23]([C:26]4[CH:31]=[C:30]([F:32])[CH:29]=[CH:28][C:27]=4[F:33])(=[O:24])=[O:25])[CH:21]=3)[CH:5]=[CH:4][N:3]=2)[CH2:40][CH2:39]1)(=[O:37])[CH3:36]. The catalyst class is: 1. (5) Reactant: [CH:1]([C:4]1[CH:9]=[CH:8][C:7]([C:10]2[N:14]([CH2:15][CH2:16][O:17][CH3:18])[C:13]3[C:19]([O:38][CH3:39])=[CH:20][C:21]([CH2:27][C:28]4[C:29](S(C)(=O)=O)=[N:30][CH:31]=[CH:32][CH:33]=4)=[C:22]([C:23]([F:26])([F:25])[F:24])[C:12]=3[N:11]=2)=[CH:6][CH:5]=1)([CH3:3])[CH3:2].[CH3:40][CH2:41][O-:42].[Na+].C(O)C.C([O-])(O)=O.[Na+]. Product: [CH2:41]([O:42][C:29]1[C:28]([CH2:27][C:21]2[CH:20]=[C:19]([O:38][CH3:39])[C:13]3[N:14]([CH2:15][CH2:16][O:17][CH3:18])[C:10]([C:7]4[CH:6]=[CH:5][C:4]([CH:1]([CH3:2])[CH3:3])=[CH:9][CH:8]=4)=[N:11][C:12]=3[C:22]=2[C:23]([F:24])([F:25])[F:26])=[CH:33][CH:32]=[CH:31][N:30]=1)[CH3:40]. The catalyst class is: 12. (6) Reactant: [CH2:1]([NH:9][CH2:10][CH2:11][C:12]([C:17]1[CH:22]=[CH:21][CH:20]=[CH:19][CH:18]=1)([OH:16])[CH2:13][CH:14]=[CH2:15])[CH2:2][C:3]1[CH:8]=[CH:7][CH:6]=[CH:5][CH:4]=1.CCN(CC)CC.Cl[C:31](Cl)([O:33]C(=O)OC(Cl)(Cl)Cl)Cl. Product: [CH2:13]([C:12]1([C:17]2[CH:18]=[CH:19][CH:20]=[CH:21][CH:22]=2)[O:16][C:31](=[O:33])[N:9]([CH2:1][CH2:2][C:3]2[CH:8]=[CH:7][CH:6]=[CH:5][CH:4]=2)[CH2:10][CH2:11]1)[CH:14]=[CH2:15]. The catalyst class is: 2.